Dataset: Peptide-MHC class II binding affinity with 134,281 pairs from IEDB. Task: Regression. Given a peptide amino acid sequence and an MHC pseudo amino acid sequence, predict their binding affinity value. This is MHC class II binding data. (1) The peptide sequence is NSVVQALTSLGLLYT. The MHC is DRB1_0802 with pseudo-sequence DRB1_0802. The binding affinity (normalized) is 0.151. (2) The peptide sequence is TAKAPGLVPKLDAAY. The MHC is HLA-DPA10103-DPB10301 with pseudo-sequence HLA-DPA10103-DPB10301. The binding affinity (normalized) is 0.0369. (3) The peptide sequence is ESWGAVWRIDTPDKLTGPFT. The MHC is DRB3_0101 with pseudo-sequence DRB3_0101. The binding affinity (normalized) is 0.807. (4) The peptide sequence is KFGVAKKANVYAVKV. The MHC is HLA-DPA10201-DPB10101 with pseudo-sequence HLA-DPA10201-DPB10101. The binding affinity (normalized) is 0.309. (5) The peptide sequence is WREMHHLVEFEPPHA. The MHC is DRB1_0405 with pseudo-sequence DRB1_0405. The binding affinity (normalized) is 0.0549. (6) The peptide sequence is EIYNMVKFRMIAGQE. The MHC is HLA-DPA10201-DPB11401 with pseudo-sequence HLA-DPA10201-DPB11401. The binding affinity (normalized) is 0.171.